Dataset: Forward reaction prediction with 1.9M reactions from USPTO patents (1976-2016). Task: Predict the product of the given reaction. Given the reactants [F:1][C:2]1([F:42])[CH2:6][CH2:5][N:4]([CH:7]2[CH2:12][CH2:11][N:10]([CH2:13][C:14]3[C:15]([C:32]4[CH:37]=[CH:36][CH:35]=[C:34]([C:38]([F:41])([F:40])[F:39])[CH:33]=4)=[N:16][C:17]4[C:22]([C:23]=3[C:24]([O:26]C)=[O:25])=[CH:21][C:20]([S:28]([CH3:31])(=[O:30])=[O:29])=[CH:19][CH:18]=4)[CH2:9][CH2:8]2)[CH2:3]1.O.[OH-].[K+], predict the reaction product. The product is: [F:42][C:2]1([F:1])[CH2:6][CH2:5][N:4]([CH:7]2[CH2:12][CH2:11][N:10]([CH2:13][C:14]3[C:15]([C:32]4[CH:37]=[CH:36][CH:35]=[C:34]([C:38]([F:39])([F:40])[F:41])[CH:33]=4)=[N:16][C:17]4[C:22]([C:23]=3[C:24]([OH:26])=[O:25])=[CH:21][C:20]([S:28]([CH3:31])(=[O:30])=[O:29])=[CH:19][CH:18]=4)[CH2:9][CH2:8]2)[CH2:3]1.